Dataset: Catalyst prediction with 721,799 reactions and 888 catalyst types from USPTO. Task: Predict which catalyst facilitates the given reaction. (1) Reactant: [CH:1]1([C:4]2[N:8]([CH:9]3[CH2:14][CH2:13][N:12]([C:15]4[S:16][CH:17]=[C:18]([C:20]([O:22]CC)=[O:21])[N:19]=4)[CH2:11][CH2:10]3)[N:7]=[CH:6][C:5]=2[C:25]([N:27]2[CH2:31][CH2:30][CH:29]([C:32]3[CH:37]=[CH:36][CH:35]=[CH:34][C:33]=3[C:38]([F:41])([F:40])[F:39])[CH2:28]2)=[O:26])[CH2:3][CH2:2]1.[OH-].[Na+]. Product: [CH:1]1([C:4]2[N:8]([CH:9]3[CH2:10][CH2:11][N:12]([C:15]4[S:16][CH:17]=[C:18]([C:20]([OH:22])=[O:21])[N:19]=4)[CH2:13][CH2:14]3)[N:7]=[CH:6][C:5]=2[C:25]([N:27]2[CH2:31][CH2:30][CH:29]([C:32]3[CH:37]=[CH:36][CH:35]=[CH:34][C:33]=3[C:38]([F:39])([F:41])[F:40])[CH2:28]2)=[O:26])[CH2:3][CH2:2]1. The catalyst class is: 83. (2) Reactant: [CH2:1]([C@H:8]1[CH2:12][O:11][C:10](=[O:13])[N:9]1[C:14](=[O:24])[CH2:15][O:16][C:17]1[CH:22]=[CH:21][C:20]([F:23])=[CH:19][CH:18]=1)[C:2]1[CH:7]=[CH:6][CH:5]=[CH:4][CH:3]=1.[O-]S(C(F)(F)F)(=O)=O.C([B+]CCCC)CCC.[CH2:42]([O:49][C:50]1[CH:57]=[CH:56][C:53]([CH:54]=[O:55])=[CH:52][CH:51]=1)[C:43]1[CH:48]=[CH:47][CH:46]=[CH:45][CH:44]=1. Product: [CH2:1]([C@H:8]1[CH2:12][O:11][C:10](=[O:13])[N:9]1[C:14](=[O:24])[C@@H:15]([O:16][C:17]1[CH:18]=[CH:19][C:20]([F:23])=[CH:21][CH:22]=1)[C@@H:54]([C:53]1[CH:56]=[CH:57][C:50]([O:49][CH2:42][C:43]2[CH:48]=[CH:47][CH:46]=[CH:45][CH:44]=2)=[CH:51][CH:52]=1)[OH:55])[C:2]1[CH:7]=[CH:6][CH:5]=[CH:4][CH:3]=1. The catalyst class is: 236. (3) Reactant: [Li+].[OH-].[O:3]=[C:4]1[N:10]([CH:11]2[CH2:16][CH2:15][N:14]([C:17]([O:19][C@@H:20]([C:30]([O:32]C)=[O:31])[CH2:21][C:22]3[CH:27]=[CH:26][C:25]([CH3:28])=[C:24]([Br:29])[CH:23]=3)=[O:18])[CH2:13][CH2:12]2)[CH2:9][CH2:8][C:7]2[CH:34]=[CH:35][CH:36]=[CH:37][C:6]=2[NH:5]1. Product: [O:3]=[C:4]1[N:10]([CH:11]2[CH2:16][CH2:15][N:14]([C:17]([O:19][C@@H:20]([C:30]([OH:32])=[O:31])[CH2:21][C:22]3[CH:27]=[CH:26][C:25]([CH3:28])=[C:24]([Br:29])[CH:23]=3)=[O:18])[CH2:13][CH2:12]2)[CH2:9][CH2:8][C:7]2[CH:34]=[CH:35][CH:36]=[CH:37][C:6]=2[NH:5]1. The catalyst class is: 90. (4) Reactant: [CH2:1]([N:8]([CH2:21][C:22]1[CH:27]=[CH:26][CH:25]=[CH:24][CH:23]=1)[C:9]1[CH:10]=[C:11]2[CH:17]=[C:16]([C:18](=O)[CH3:19])[NH:15][C:12]2=[CH:13][N:14]=1)[C:2]1[CH:7]=[CH:6][CH:5]=[CH:4][CH:3]=1.[C:28]([NH:31][NH2:32])([NH2:30])=[NH:29].[ClH:33].Cl. Product: [ClH:33].[ClH:33].[CH2:1]([N:8]([CH2:21][C:22]1[CH:27]=[CH:26][CH:25]=[CH:24][CH:23]=1)[C:9]1[CH:10]=[C:11]2[CH:17]=[C:16]([C:18](=[N:32][NH:31][C:28]([NH2:30])=[NH:29])[CH3:19])[NH:15][C:12]2=[CH:13][N:14]=1)[C:2]1[CH:7]=[CH:6][CH:5]=[CH:4][CH:3]=1. The catalyst class is: 8. (5) Reactant: [Cl:1][C:2]1[N:10]=[CH:9]C=C[C:3]=1[C:4](O)=O.[CH3:11][CH2:12][N:13]=[C:14]=[N:15][CH2:16][CH2:17][CH2:18][N:19](C)C.C1C=CC2N([OH:31])N=NC=2C=1.CC[N:34]([CH:38]([CH3:40])C)[CH:35]([CH3:37])C.N1CCNCC1. Product: [Cl:1][C:2]1[N:10]=[CH:9][C:40]([C:38]([N:34]2[CH2:11][CH2:12][N:13]([C:14]3[N:15]=[CH:16][CH:17]=[CH:18][N:19]=3)[CH2:37][CH2:35]2)=[O:31])=[CH:4][CH:3]=1. The catalyst class is: 248. (6) Reactant: Cl[C:2]1[N:7]=[C:6]([C:8]2[C:16]3[C:11](=[CH:12][CH:13]=[CH:14][CH:15]=3)[N:10]([S:17]([C:20]3[CH:25]=[CH:24][CH:23]=[CH:22][CH:21]=3)(=[O:19])=[O:18])[CH:9]=2)[C:5]([Cl:26])=[CH:4][N:3]=1.[NH2:27][CH:28]1[CH2:33][CH2:32][CH2:31][N:30]([C:34]([C:36]2[CH:41]=[CH:40][C:39]([NH:42][C:43](=[O:49])[O:44][C:45]([CH3:48])([CH3:47])[CH3:46])=[CH:38][CH:37]=2)=[O:35])[CH2:29]1.CCN(C(C)C)C(C)C. Product: [Cl:26][C:5]1[C:6]([C:8]2[C:16]3[C:11](=[CH:12][CH:13]=[CH:14][CH:15]=3)[N:10]([S:17]([C:20]3[CH:25]=[CH:24][CH:23]=[CH:22][CH:21]=3)(=[O:18])=[O:19])[CH:9]=2)=[N:7][C:2]([NH:27][CH:28]2[CH2:33][CH2:32][CH2:31][N:30]([C:34]([C:36]3[CH:41]=[CH:40][C:39]([NH:42][C:43](=[O:49])[O:44][C:45]([CH3:47])([CH3:46])[CH3:48])=[CH:38][CH:37]=3)=[O:35])[CH2:29]2)=[N:3][CH:4]=1. The catalyst class is: 296. (7) Reactant: [F:1][C:2]1[CH:8]=[CH:7][CH:6]=[CH:5][C:3]=1[NH2:4].[C:9]([OH:13])(=[O:12])[CH:10]=[CH2:11]. Product: [F:1][C:2]1[CH:8]=[CH:7][CH:6]=[CH:5][C:3]=1[NH:4][CH2:11][CH2:10][C:9]([OH:13])=[O:12]. The catalyst class is: 10.